From a dataset of Full USPTO retrosynthesis dataset with 1.9M reactions from patents (1976-2016). Predict the reactants needed to synthesize the given product. (1) Given the product [N:18]1[CH:23]=[CH:22][C:21]([C:13]2[N:12]=[C:11]([NH:10][C:8]3[CH:7]=[CH:6][C:5]4[S:1][CH:2]=[N:3][C:4]=4[CH:9]=3)[CH:16]=[N:15][CH:14]=2)=[CH:20][CH:19]=1, predict the reactants needed to synthesize it. The reactants are: [S:1]1[C:5]2[CH:6]=[CH:7][C:8]([NH:10][C:11]3[CH:16]=[N:15][CH:14]=[C:13](Cl)[N:12]=3)=[CH:9][C:4]=2[N:3]=[CH:2]1.[N:18]1[CH:23]=[CH:22][C:21](B(O)O)=[CH:20][CH:19]=1.C(=O)([O-])[O-].[Na+].[Na+]. (2) Given the product [Br:1][C:2]1[C:3]([N:24]([CH2:25][CH2:26][OH:27])[CH3:23])=[N:4][CH:5]=[C:6]([CH:21]=1)[C:7]([NH:9][C:10]1[CH:15]=[CH:14][C:13]([O:16][C:17]([F:20])([F:19])[F:18])=[CH:12][CH:11]=1)=[O:8], predict the reactants needed to synthesize it. The reactants are: [Br:1][C:2]1[C:3](Cl)=[N:4][CH:5]=[C:6]([CH:21]=1)[C:7]([NH:9][C:10]1[CH:15]=[CH:14][C:13]([O:16][C:17]([F:20])([F:19])[F:18])=[CH:12][CH:11]=1)=[O:8].[CH3:23][NH:24][CH2:25][CH2:26][OH:27]. (3) Given the product [CH3:1][N:2]1[C@@H:19]2[CH2:20][C:7]3[CH:8]=[CH:9][C:10]([O:21][CH3:22])=[C:11]4[O:12][C@H:13]5[C:14]([CH2:16][CH2:17][C@@H:18]2[C@:5]5([C:6]=34)[CH2:4][CH2:3]1)=[O:15], predict the reactants needed to synthesize it. The reactants are: [CH3:1][N:2]1[C@@H:19]2[CH2:20][C:7]3[CH:8]=[CH:9][C:10]([O:21][CH3:22])=[C:11]4[O:12][C@H:13]5[C:14]([CH2:16][CH2:17][C@@H:18]2[C@:5]5([C:6]=34)[CH2:4][CH2:3]1)=[O:15].C(O)(C(O)=O)C(O)C(O)=O.CC(NC1C=CC(O)=CC=1)=O. (4) Given the product [NH2:69][C:66]([CH3:70])([CH2:65][C:62]1[CH:61]=[CH:60][C:59]([F:58])=[CH:64][CH:63]=1)[CH2:67][NH:68][C:17]([C:13]1[N:8]2[CH:9]=[C:10]([CH3:12])[CH:11]=[C:6]([O:5][CH2:4][C:3]3[C:20]([F:24])=[CH:21][CH:22]=[CH:23][C:2]=3[F:1])[C:7]2=[N:15][C:14]=1[CH3:16])=[O:19], predict the reactants needed to synthesize it. The reactants are: [F:1][C:2]1[CH:23]=[CH:22][CH:21]=[C:20]([F:24])[C:3]=1[CH2:4][O:5][C:6]1[C:7]2[N:8]([C:13]([C:17]([OH:19])=O)=[C:14]([CH3:16])[N:15]=2)[CH:9]=[C:10]([CH3:12])[CH:11]=1.CN(C(ON1N=NC2C=CC=NC1=2)=[N+](C)C)C.F[P-](F)(F)(F)(F)F.C(N(CC)C(C)C)(C)C.[F:58][C:59]1[CH:64]=[CH:63][C:62]([CH2:65][C:66]([CH3:70])([NH2:69])[CH2:67][NH2:68])=[CH:61][CH:60]=1.C(#N)C.C(O)(C(F)(F)F)=O. (5) Given the product [C:34]([NH:33][C:29]1[CH:28]=[C:27]([CH:24]2[CH2:25][CH2:26][N:21]([CH2:20][CH2:19][CH2:18][NH:17][C:8](=[O:9])[CH:7]([C:11]3[CH:16]=[CH:15][CH:14]=[CH:13][CH:12]=3)[C:1]3[CH:6]=[CH:5][CH:4]=[CH:3][CH:2]=3)[CH2:22][CH2:23]2)[CH:32]=[CH:31][CH:30]=1)(=[O:36])[CH3:35], predict the reactants needed to synthesize it. The reactants are: [C:1]1([CH:7]([C:11]2[CH:16]=[CH:15][CH:14]=[CH:13][CH:12]=2)[C:8](Cl)=[O:9])[CH:6]=[CH:5][CH:4]=[CH:3][CH:2]=1.[NH2:17][CH2:18][CH2:19][CH2:20][N:21]1[CH2:26][CH2:25][CH:24]([C:27]2[CH:28]=[C:29]([NH:33][C:34](=[O:36])[CH3:35])[CH:30]=[CH:31][CH:32]=2)[CH2:23][CH2:22]1. (6) Given the product [CH:10]([C:13]1[C:14]([CH2:19][NH:9][CH2:8][C:3]2[C:2]([CH3:1])=[CH:7][CH:6]=[CH:5][N:4]=2)=[N:15][CH:16]=[CH:17][CH:18]=1)([CH3:12])[CH3:11], predict the reactants needed to synthesize it. The reactants are: [CH3:1][C:2]1[C:3]([CH2:8][NH2:9])=[N:4][CH:5]=[CH:6][CH:7]=1.[CH:10]([C:13]1[C:14]([CH:19]=O)=[N:15][CH:16]=[CH:17][CH:18]=1)([CH3:12])[CH3:11].[BH-](OC(C)=O)(OC(C)=O)OC(C)=O.[Na+]. (7) The reactants are: [NH2:1]/[C:2](/[C:9]([F:12])([F:11])[F:10])=[CH:3]\[C:4]([O:6]CC)=O.N12CCCN=C1CCCCC2.[Cl:24][C:25]1[C:40]([CH3:41])=[C:39]([N+:42]([O-:44])=[O:43])[C:28]([NH:29][C:30](OC2C=CC=CC=2)=[O:31])=[C:27]([F:45])[CH:26]=1.Cl. Given the product [Cl:24][C:25]1[CH:26]=[C:27]([F:45])[C:28]([N:29]2[C:4](=[O:6])[CH:3]=[C:2]([C:9]([F:10])([F:11])[F:12])[NH:1][C:30]2=[O:31])=[C:39]([N+:42]([O-:44])=[O:43])[C:40]=1[CH3:41], predict the reactants needed to synthesize it.